From a dataset of Catalyst prediction with 721,799 reactions and 888 catalyst types from USPTO. Predict which catalyst facilitates the given reaction. (1) Reactant: [C:1]1([C:7]2[O:8][C:9]([C:30]([F:33])([F:32])[F:31])=[C:10]([C:12]([NH:14][C:15]3[CH:16]=[CH:17][C:18]([C:21]4[CH:29]=[CH:28][C:24]([C:25](O)=[O:26])=[CH:23][CH:22]=4)=[N:19][CH:20]=3)=[O:13])[N:11]=2)[CH:6]=[CH:5][CH:4]=[CH:3][CH:2]=1.Cl.[C:35]([O:39][C:40](=[O:46])[C@H:41]1[CH2:45][CH2:44][CH2:43][NH:42]1)([CH3:38])([CH3:37])[CH3:36].C(N(CC)CC)C.ON1C2N=CC=CC=2N=N1.Cl.C(N=C=NCCCN(C)C)C. Product: [C:35]([O:39][C:40]([C@H:41]1[CH2:45][CH2:44][CH2:43][N:42]1[C:25](=[O:26])[C:24]1[CH:28]=[CH:29][C:21]([C:18]2[CH:17]=[CH:16][C:15]([NH:14][C:12]([C:10]3[N:11]=[C:7]([C:1]4[CH:2]=[CH:3][CH:4]=[CH:5][CH:6]=4)[O:8][C:9]=3[C:30]([F:33])([F:32])[F:31])=[O:13])=[CH:20][N:19]=2)=[CH:22][CH:23]=1)=[O:46])([CH3:38])([CH3:36])[CH3:37]. The catalyst class is: 120. (2) Reactant: [N+:1]([O-:4])([OH:3])=[O:2].[NH2:5][C@H:6]([C:10]([OH:12])=[O:11])[CH2:7][CH2:8][CH3:9].[N+:13]([O-:16])([OH:15])=[O:14].[NH2:17][C@H:18]([C:22]([OH:24])=[O:23])[CH2:19][CH2:20][CH3:21]. Product: [N+:1]([O-:4])([OH:3])=[O:2].[N+:13]([O-:16])([OH:15])=[O:14].[NH2:5][C@H:6]([C:10]([OH:12])=[O:11])[CH2:7][CH2:8][CH3:9].[N+:1]([O-:4])([OH:3])=[O:2].[N+:1]([O-:4])([OH:3])=[O:2].[N+:1]([O-:4])([OH:3])=[O:2].[NH2:17][C@H:18]([C:22]([OH:24])=[O:23])[CH2:19][CH2:20][CH3:21]. The catalyst class is: 6. (3) Reactant: Cl.[F:2][C:3]([F:17])([F:16])[C:4]1[CH:5]=[C:6]([NH:14]N)[CH:7]=[C:8]([C:10]([F:13])([F:12])[F:11])[CH:9]=1.[CH3:18][CH:19]([C:28](=O)[CH3:29])[CH2:20][CH2:21][CH2:22][CH2:23][CH2:24][C:25]([OH:27])=[O:26]. Product: [F:2][C:3]([F:17])([F:16])[C:4]1[CH:9]=[C:8]([C:10]([F:13])([F:12])[F:11])[CH:7]=[C:6]2[C:5]=1[C:19]([CH3:18])([CH2:20][CH2:21][CH2:22][CH2:23][CH2:24][C:25]([OH:27])=[O:26])[C:28]([CH3:29])=[N:14]2. The catalyst class is: 15. (4) Reactant: Br[CH2:2][CH2:3][CH2:4][OH:5].[Br:6][C:7]1[CH:8]=[C:9]([SH:13])[CH:10]=[CH:11][CH:12]=1.C([O-])([O-])=[O:15].[Cs+].[Cs+].[OH2:20]. Product: [Br:6][C:7]1[CH:8]=[C:9]([S:13]([CH2:2][CH2:3][CH2:4][OH:5])(=[O:15])=[O:20])[CH:10]=[CH:11][CH:12]=1. The catalyst class is: 31. (5) Reactant: [CH2:1]([O:8][CH2:9][C@H:10]([O:15][CH2:16][CH:17]=O)[CH2:11][CH:12]=[CH:13][CH3:14])[C:2]1[CH:7]=[CH:6][CH:5]=[CH:4][CH:3]=1.C([O-])(=O)C.[Na+].Cl.[NH2:25][OH:26]. Product: [CH2:1]([O:8][CH2:9][C@H:10]([O:15][CH2:16][CH:17]=[N:25][OH:26])[CH2:11][CH:12]=[CH:13][CH3:14])[C:2]1[CH:7]=[CH:6][CH:5]=[CH:4][CH:3]=1. The catalyst class is: 8. (6) Reactant: C(O[C:4]1[CH2:10][C:9](=[O:11])[N:8]([CH2:12][C:13]([N:15]([CH:22]([CH3:24])[CH3:23])[C:16]2[CH:21]=[CH:20][CH:19]=[CH:18][CH:17]=2)=[O:14])[C:7]2[CH:25]=[CH:26][CH:27]=[CH:28][C:6]=2[N:5]=1)C.[OH:29][C:30]1[CH:31]=[C:32]([CH:37]=[CH:38][CH:39]=1)[C:33]([NH:35][NH2:36])=O. Product: [OH:29][C:30]1[CH:31]=[C:32]([C:33]2[N:5]3[C:4]([CH2:10][C:9](=[O:11])[N:8]([CH2:12][C:13]([N:15]([CH:22]([CH3:23])[CH3:24])[C:16]4[CH:21]=[CH:20][CH:19]=[CH:18][CH:17]=4)=[O:14])[C:7]4[CH:25]=[CH:26][CH:27]=[CH:28][C:6]=43)=[N:36][N:35]=2)[CH:37]=[CH:38][CH:39]=1. The catalyst class is: 15.